Dataset: Full USPTO retrosynthesis dataset with 1.9M reactions from patents (1976-2016). Task: Predict the reactants needed to synthesize the given product. Given the product [Cl:37][C:15]1[C:14]2[CH:20]=[C:21]([Br:24])[CH:22]=[CH:23][C:13]=2[N:12]2[C:18]([CH2:17][N:16]=1)=[C:9]([C:7]1[O:6][N:5]=[C:4]([CH:1]3[CH2:3][CH2:2]3)[N:8]=1)[N:10]=[CH:11]2, predict the reactants needed to synthesize it. The reactants are: [CH:1]1([C:4]2[N:8]=[C:7]([C:9]3[N:10]=[CH:11][N:12]4[C:18]=3[CH2:17][NH:16][C:15](=O)[C:14]3[CH:20]=[C:21]([Br:24])[CH:22]=[CH:23][C:13]4=3)[O:6][N:5]=2)[CH2:3][CH2:2]1.CN(C)C1C=CC(C)=CC=1.P(Cl)(Cl)([Cl:37])=O.